Predict the reactants needed to synthesize the given product. From a dataset of Full USPTO retrosynthesis dataset with 1.9M reactions from patents (1976-2016). (1) Given the product [F:15][C:9]([F:14])([CH2:10][CH2:11][CH2:12][CH3:13])[C:8](=[O:16])/[CH:7]=[CH:29]/[C@@H:28]1[C@@H:23]2[C@@H:24]([O:25][C:21](=[O:20])[CH2:22]2)[CH2:26][C@H:27]1[O:31][CH2:32][C:33]1[CH:38]=[CH:37][CH:36]=[CH:35][CH:34]=1, predict the reactants needed to synthesize it. The reactants are: COP([CH2:7][C:8](=[O:16])[C:9]([F:15])([F:14])[CH2:10][CH2:11][CH2:12][CH3:13])(=O)OC.O[Li].O.[O:20]=[C:21]1[O:25][C@H:24]2[CH2:26][C@@H:27]([O:31][CH2:32][C:33]3[CH:38]=[CH:37][CH:36]=[CH:35][CH:34]=3)[C@H:28]([CH:29]=O)[C@H:23]2[CH2:22]1.[NH4+].[Cl-]. (2) The reactants are: C(=[N:14][NH2:15])(C1C=CC=CC=1)C1C=CC=CC=1.CC(C)([O-])C.[K+].[Br:22][C:23]1[CH:24]=[CH:25][C:26](F)=[C:27]([C:29]([C:31]2[CH:36]=[C:35]([CH:37]([CH3:39])[CH3:38])[CH:34]=[C:33]([CH:40]([CH3:42])[CH3:41])[C:32]=2[O:43][CH2:44][CH3:45])=O)[CH:28]=1. Given the product [Br:22][C:23]1[CH:28]=[C:27]2[C:26](=[CH:25][CH:24]=1)[NH:15][N:14]=[C:29]2[C:31]1[CH:36]=[C:35]([CH:37]([CH3:39])[CH3:38])[CH:34]=[C:33]([CH:40]([CH3:42])[CH3:41])[C:32]=1[O:43][CH2:44][CH3:45], predict the reactants needed to synthesize it.